Dataset: Catalyst prediction with 721,799 reactions and 888 catalyst types from USPTO. Task: Predict which catalyst facilitates the given reaction. (1) Reactant: CC1C=CC(S(O[CH2:12][CH:13]2[O:18][C:17]3[CH:19]=[C:20]([O:23][S:24]([CH3:27])(=[O:26])=[O:25])[CH:21]=[CH:22][C:16]=3[O:15][CH2:14]2)(=O)=O)=CC=1.[CH2:28]([NH:31][CH2:32][CH2:33][CH3:34])[CH2:29][CH3:30]. Product: [CH3:27][S:24]([O:23][C:20]1[CH:21]=[CH:22][C:16]2[O:15][CH2:14][CH:13]([CH2:12][N:31]([CH2:32][CH2:33][CH3:34])[CH2:28][CH2:29][CH3:30])[O:18][C:17]=2[CH:19]=1)(=[O:25])=[O:26]. The catalyst class is: 10. (2) Reactant: [Cl:1][C:2]1[N:6]([CH3:7])[N:5]=[C:4]([CH3:8])[C:3]=1[S:9](Cl)(=[O:11])=[O:10].[NH2:13][C:14]1[CH:15]=[C:16]([C:20]2[N:24]([CH3:25])[N:23]=[C:22]([NH:26][C:27](=[O:29])[CH3:28])[CH:21]=2)[CH:17]=[N:18][CH:19]=1.N1CCCC1. Product: [Cl:1][C:2]1[N:6]([CH3:7])[N:5]=[C:4]([CH3:8])[C:3]=1[S:9]([NH:13][C:14]1[CH:15]=[C:16]([C:20]2[N:24]([CH3:25])[N:23]=[C:22]([NH:26][C:27](=[O:29])[CH3:28])[CH:21]=2)[CH:17]=[N:18][CH:19]=1)(=[O:11])=[O:10]. The catalyst class is: 17.